Dataset: Peptide-MHC class I binding affinity with 185,985 pairs from IEDB/IMGT. Task: Regression. Given a peptide amino acid sequence and an MHC pseudo amino acid sequence, predict their binding affinity value. This is MHC class I binding data. The peptide sequence is ARLSSPIVL. The MHC is HLA-A29:02 with pseudo-sequence HLA-A29:02. The binding affinity (normalized) is 0.0847.